The task is: Regression. Given a peptide amino acid sequence and an MHC pseudo amino acid sequence, predict their binding affinity value. This is MHC class II binding data.. This data is from Peptide-MHC class II binding affinity with 134,281 pairs from IEDB. (1) The peptide sequence is SIYGAKFADENFIKK. The MHC is HLA-DQA10102-DQB10602 with pseudo-sequence HLA-DQA10102-DQB10602. The binding affinity (normalized) is 0.175. (2) The peptide sequence is GELQIVDKIWAAFKI. The MHC is DRB3_0202 with pseudo-sequence DRB3_0202. The binding affinity (normalized) is 0.517.